From a dataset of Peptide-MHC class I binding affinity with 185,985 pairs from IEDB/IMGT. Regression. Given a peptide amino acid sequence and an MHC pseudo amino acid sequence, predict their binding affinity value. This is MHC class I binding data. (1) The peptide sequence is YVEHDPRLVA. The MHC is HLA-A02:06 with pseudo-sequence HLA-A02:06. The binding affinity (normalized) is 0.133. (2) The peptide sequence is MPYNILDRI. The MHC is HLA-B51:01 with pseudo-sequence HLA-B51:01. The binding affinity (normalized) is 1.00. (3) The peptide sequence is KQIVIINPM. The MHC is HLA-B51:01 with pseudo-sequence HLA-B51:01. The binding affinity (normalized) is 0.0847. (4) The peptide sequence is KIRLGFHWK. The MHC is HLA-B27:05 with pseudo-sequence HLA-B27:05. The binding affinity (normalized) is 0.0847. (5) The peptide sequence is FTASLFLHL. The MHC is HLA-A68:02 with pseudo-sequence HLA-A68:02. The binding affinity (normalized) is 1.00. (6) The MHC is HLA-B07:02 with pseudo-sequence HLA-B07:02. The binding affinity (normalized) is 0.0931. The peptide sequence is TSPDLSFSL. (7) The peptide sequence is AVDLSHFLK. The MHC is HLA-B08:01 with pseudo-sequence HLA-B08:01. The binding affinity (normalized) is 0. (8) The peptide sequence is ETKGKRRLL. The MHC is HLA-A31:01 with pseudo-sequence HLA-A31:01. The binding affinity (normalized) is 0.0847.